This data is from Reaction yield outcomes from USPTO patents with 853,638 reactions. The task is: Predict the reaction yield, written as a fraction of the theoretical maximum amount of product (1.0 means a 100% yield; for example, 0.34 means a 34% yield). (1) The yield is 0.470. The product is [C:16]([O:15][C:13]([C:12]1[C:11]([OH:10])=[C:23]([C:24]([F:27])([F:25])[F:26])[CH:22]=[CH:21][C:20]=1[CH2:28][O:29][C:30]1[CH:31]=[CH:32][C:33]([C:36]2[CH:41]=[CH:40][C:39]([CH2:42][C:43]([OH:45])=[O:44])=[C:38]([F:49])[CH:37]=2)=[CH:34][CH:35]=1)=[O:14])([CH3:19])([CH3:17])[CH3:18]. The catalyst is O1CCCC1.C1C=CC(/C=C/C(/C=C/C2C=CC=CC=2)=O)=CC=1.C1C=CC(/C=C/C(/C=C/C2C=CC=CC=2)=O)=CC=1.C1C=CC(/C=C/C(/C=C/C2C=CC=CC=2)=O)=CC=1.[Pd].[Pd]. The reactants are N1CCOCC1.C([O:10][C:11]1[C:23]([C:24]([F:27])([F:26])[F:25])=[CH:22][CH:21]=[C:20]([CH2:28][O:29][C:30]2[CH:35]=[CH:34][C:33]([C:36]3[CH:41]=[CH:40][C:39]([CH2:42][C:43]([O:45]CC=C)=[O:44])=[C:38]([F:49])[CH:37]=3)=[CH:32][CH:31]=2)[C:12]=1[C:13]([O:15][C:16]([CH3:19])([CH3:18])[CH3:17])=[O:14])C=C.O. (2) The reactants are [C:1]([C:3]1[CH:12]=[CH:11][C:10]2[C:5](=[CH:6][CH:7]=[C:8]([N+:13]([O-])=O)[CH:9]=2)[N:4]=1)#[N:2]. The catalyst is CCOC(C)=O.CO.[H][H].[Pd]. The product is [C:1]([C:3]1[CH:12]=[CH:11][C:10]2[C:5](=[CH:6][CH:7]=[C:8]([NH2:13])[CH:9]=2)[N:4]=1)#[N:2]. The yield is 0.790. (3) The reactants are [C:1]([Cl:5])(Cl)(Cl)[Cl:2].C1(P(C2C=CC=CC=2)C2C=CC=CC=2)C=CC=CC=1.[Cl:25][C:26]1[CH:31]=[C:30]([Cl:32])[C:29]([O:33][CH3:34])=[CH:28][C:27]=1[C:35](=O)[C:36]([O:38][CH2:39][CH3:40])=[O:37]. The catalyst is ClCCl. The product is [Cl:2][C:1]([Cl:5])=[C:35]([C:27]1[CH:28]=[C:29]([O:33][CH3:34])[C:30]([Cl:32])=[CH:31][C:26]=1[Cl:25])[C:36]([O:38][CH2:39][CH3:40])=[O:37]. The yield is 0.220.